This data is from Forward reaction prediction with 1.9M reactions from USPTO patents (1976-2016). The task is: Predict the product of the given reaction. (1) Given the reactants [C:1]([N:8]1[CH2:13][CH2:12][CH2:11][CH2:10][C:9]1=O)([O:3][C:4]([CH3:7])([CH3:6])[CH3:5])=[O:2].[Li+].CC([N-]C(C)C)C.C1C=CC(N([S:37]([C:40]([F:43])([F:42])[F:41])(=[O:39])=[O:38])[S:37]([C:40]([F:43])([F:42])[F:41])(=[O:39])=[O:38])=CC=1.[OH2:44], predict the reaction product. The product is: [C:4]([O:3][C:1]([N:8]1[CH2:13][CH:12]=[C:11]([O:38][S:37]([C:40]([F:43])([F:42])[F:41])(=[O:44])=[O:39])[CH2:10][CH2:9]1)=[O:2])([CH3:7])([CH3:6])[CH3:5]. (2) Given the reactants Cl[S:2]([C:5]1[CH:6]=[C:7]([CH:11]=[CH:12][C:13]=1[NH:14][CH3:15])[C:8]([OH:10])=[O:9])(=[O:4])=[O:3].[NH:16]1[CH2:21][CH2:20][O:19][CH2:18][CH2:17]1, predict the reaction product. The product is: [CH3:15][NH:14][C:13]1[CH:12]=[CH:11][C:7]([C:8]([OH:10])=[O:9])=[CH:6][C:5]=1[S:2]([CH:18]1[O:19][CH2:20][CH2:21][NH:16][CH2:17]1)(=[O:4])=[O:3]. (3) Given the reactants [O:1]=[C:2]1[CH2:7][S:6][C:5]2[CH:8]=[CH:9][C:10]([C:12](OC)=[O:13])=[N:11][C:4]=2[NH:3]1.[H-].C([Al+]CC(C)C)C(C)C, predict the reaction product. The product is: [OH:13][CH2:12][C:10]1[CH:9]=[CH:8][C:5]2[S:6][CH2:7][C:2](=[O:1])[NH:3][C:4]=2[N:11]=1. (4) Given the reactants [NH:1]([C:28]([O:30][CH2:31][CH:32]1[C:44]2[C:39](=[CH:40][CH:41]=[CH:42][CH:43]=2)[C:38]2[C:33]1=[CH:34][CH:35]=[CH:36][CH:37]=2)=[O:29])[C@H:2]([C:25]([OH:27])=[O:26])[CH2:3][CH2:4][CH2:5][CH2:6][NH:7][C:8]([CH2:10][CH2:11][CH2:12][CH2:13][CH2:14][CH2:15][CH2:16][CH2:17][CH2:18][CH2:19][CH2:20][CH2:21][CH2:22][CH2:23][CH3:24])=[O:9].O[C:46]1[C:54]2N=NN[C:50]=2[CH:49]=[CH:48][CH:47]=1.[CH2:55](N(C(C)C)C(C)C)C, predict the reaction product. The product is: [CH2:55]([O:26][C:25](=[O:27])[C@@H:2]([NH:1][C:28]([O:30][CH2:31][CH:32]1[C:33]2[CH:34]=[CH:35][CH:36]=[CH:37][C:38]=2[C:39]2[C:44]1=[CH:43][CH:42]=[CH:41][CH:40]=2)=[O:29])[CH2:3][CH2:4][CH2:5][CH2:6][NH:7][C:8](=[O:9])[CH2:10][CH2:11][CH2:12][CH2:13][CH2:14][CH2:15][CH2:16][CH2:17][CH2:18][CH2:19][CH2:20][CH2:21][CH2:22][CH2:23][CH3:24])[C:46]1[CH:54]=[CH:50][CH:49]=[CH:48][CH:47]=1. (5) Given the reactants O1CCCC1.[F:6][C:7]1[CH:8]=[C:9]([CH:22]=[CH:23][CH:24]=1)[O:10][C:11]1[CH:16]=[CH:15][C:14]([CH2:17][C:18](Cl)=[N:19][OH:20])=[CH:13][CH:12]=1.[C:25]([C:27]1[C:28]([NH2:33])=[N:29][CH:30]=[CH:31][CH:32]=1)#[CH:26].C(N(CC)CC)C, predict the reaction product. The product is: [F:6][C:7]1[CH:8]=[C:9]([CH:22]=[CH:23][CH:24]=1)[O:10][C:11]1[CH:16]=[CH:15][C:14]([CH2:17][C:18]2[CH:26]=[C:25]([C:27]3[C:28]([NH2:33])=[N:29][CH:30]=[CH:31][CH:32]=3)[O:20][N:19]=2)=[CH:13][CH:12]=1. (6) Given the reactants COC1C=CC(C[N:8]2[C:12]3=[N:13][CH:14]=[CH:15][C:16]([O:17][C:18]4[CH:23]=[CH:22][C:21]([NH:24][C:25]([C:27]5[C:28](=[O:40])[N:29]([C:33]6[CH:38]=[CH:37][C:36]([F:39])=[CH:35][CH:34]=6)[N:30]=[CH:31][CH:32]=5)=[O:26])=[CH:20][C:19]=4[F:41])=[C:11]3[C:10]([CH:42]3[CH2:47][CH2:46][N:45]([CH3:48])[CH2:44][CH2:43]3)=[N:9]2)=CC=1.C(O)(C(F)(F)F)=O, predict the reaction product. The product is: [F:41][C:19]1[CH:20]=[C:21]([NH:24][C:25]([C:27]2[C:28](=[O:40])[N:29]([C:33]3[CH:38]=[CH:37][C:36]([F:39])=[CH:35][CH:34]=3)[N:30]=[CH:31][CH:32]=2)=[O:26])[CH:22]=[CH:23][C:18]=1[O:17][C:16]1[CH:15]=[CH:14][N:13]=[C:12]2[NH:8][N:9]=[C:10]([CH:42]3[CH2:47][CH2:46][N:45]([CH3:48])[CH2:44][CH2:43]3)[C:11]=12. (7) Given the reactants [Cl:1][C:2]1[CH:3]=[C:4]([O:9][CH3:10])[CH:5]=[CH:6][C:7]=1[Cl:8].C([Li])CCC.CN(C)[CH:18]=[O:19], predict the reaction product. The product is: [Cl:1][C:2]1[C:7]([Cl:8])=[CH:6][CH:5]=[C:4]([O:9][CH3:10])[C:3]=1[CH:18]=[O:19]. (8) Given the reactants O1[C:5]2[CH:6]=[CH:7][CH:8]=[C:9]([C:10]([CH3:28])([CH3:27])[CH2:11][C:12](=[O:26])[C:13](NC3C=CC=C4C=3C=CC=N4)=[O:14])[C:4]=2OC1.CC(C1C=CC=CC=1)(C)CC(=O)C(N)=[O:34], predict the reaction product. The product is: [CH3:27][C:10]([C:9]1[CH:4]=[CH:5][CH:6]=[CH:7][CH:8]=1)([CH3:28])[CH2:11][C:12](=[O:26])[C:13]([OH:14])=[O:34]. (9) Given the reactants C1COCC1.[Cl:6][C:7]1[N:8]([C:12]2[CH:17]=[CH:16][C:15]([CH:18]3OCC[O:19]3)=[CH:14][C:13]=2[O:23][CH3:24])[CH:9]=[CH:10][N:11]=1.Cl.[OH-].[Na+], predict the reaction product. The product is: [Cl:6][C:7]1[N:8]([C:12]2[CH:17]=[CH:16][C:15]([CH:18]=[O:19])=[CH:14][C:13]=2[O:23][CH3:24])[CH:9]=[CH:10][N:11]=1. (10) Given the reactants [C:1]([C:5]1[CH:13]=[CH:12][C:8]([C:9](Cl)=[O:10])=[CH:7][CH:6]=1)([CH3:4])([CH3:3])[CH3:2].Cl.Cl.[NH2:16][C:17]1[CH:18]=[C:19]([CH:24]=[CH:25][C:26]=1[NH2:27])[C:20]([O:22][CH3:23])=[O:21], predict the reaction product. The product is: [NH2:27][C:26]1[CH:25]=[CH:24][C:19]([C:20]([O:22][CH3:23])=[O:21])=[CH:18][C:17]=1[NH:16][C:9](=[O:10])[C:8]1[CH:12]=[CH:13][C:5]([C:1]([CH3:4])([CH3:3])[CH3:2])=[CH:6][CH:7]=1.